Predict the reactants needed to synthesize the given product. From a dataset of Full USPTO retrosynthesis dataset with 1.9M reactions from patents (1976-2016). (1) Given the product [I:1][C:2]1[CH:3]=[C:4]([CH:8]2[CH2:12][CH2:11][O:10][CH2:9]2)[CH:5]=[CH:6][CH:7]=1, predict the reactants needed to synthesize it. The reactants are: [I:1][C:2]1[CH:3]=[C:4]([C:8]2(O)[CH2:12][CH2:11][O:10][CH2:9]2)[CH:5]=[CH:6][CH:7]=1.C([SiH](CC)CC)C.C(O)(C(F)(F)F)=O.C([O-])([O-])=O.[K+].[K+]. (2) Given the product [NH2:21][C:6]1[C:7]([C:8]([NH:10][C:11]2[CH:16]=[C:15]([O:17][CH3:18])[CH:14]=[C:13]([F:19])[CH:12]=2)=[O:9])=[C:2]([Cl:1])[N:3]=[CH:4][N:5]=1, predict the reactants needed to synthesize it. The reactants are: [Cl:1][C:2]1[C:7]([C:8]([NH:10][C:11]2[CH:16]=[C:15]([O:17][CH3:18])[CH:14]=[C:13]([F:19])[CH:12]=2)=[O:9])=[C:6](Cl)[N:5]=[CH:4][N:3]=1.[NH3:21]. (3) Given the product [CH3:24][C:25]1([CH3:32])[CH2:30][CH2:29][CH:28]([NH:31][C:20]([C:17]2[CH:18]=[CH:19][C:12]3[N:11]([CH3:33])[C:10]([NH:9][C:3]4[C:2]([Cl:1])=[CH:7][CH:6]=[CH:5][C:4]=4[Cl:8])=[N:14][C:13]=3[CH:16]=2)=[O:21])[CH2:27][CH2:26]1, predict the reactants needed to synthesize it. The reactants are: [Cl:1][C:2]1[CH:7]=[CH:6][CH:5]=[C:4]([Cl:8])[C:3]=1[NH:9][C:10]1[N:14](C)[C:13]2[CH:16]=[C:17]([C:20](O)=[O:21])[CH:18]=[CH:19][C:12]=2[N:11]=1.Cl.[CH3:24][C:25]1([CH3:32])[CH2:30][CH2:29][CH:28]([NH2:31])[CH2:27][CH2:26]1.[CH3:33]N(C(ON1N=NC2C=CC=CC1=2)=[N+](C)C)C.[B-](F)(F)(F)F.CN1CCOCC1. (4) Given the product [CH3:48][O:49][CH:50]=[CH:46][C:47]1[CH:6]=[CH:7][CH:8]=[CH:3][C:4]=1[C:9]1[C:10]2[C:15]([C:16]3[CH:17]=[CH:18][CH:19]=[CH:20][C:21]=3[CH:22]=1)=[CH:14][CH:13]=[CH:12][CH:11]=2, predict the reactants needed to synthesize it. The reactants are: C([C:3]1[CH:8]=[CH:7][CH:6]=C[C:4]=1[C:9]1[C:10]2[C:15]([C:16]3[CH:17]=[CH:18][CH:19]=[CH:20][C:21]=3[CH:22]=1)=[CH:14][CH:13]=[CH:12][CH:11]=2)=O.[Cl-].COC[P+](C1C=CC=CC=1)(C1C=CC=CC=1)C1C=CC=CC=1.[CH2:46]1[CH2:50][O:49][CH2:48][CH2:47]1.[K]. (5) The reactants are: [CH:1]([C:3]1[CH:4]=[C:5]([CH:10]=[CH:11][C:12]=1[N+:13]([O-:15])=[O:14])[C:6]([O:8][CH3:9])=[O:7])=O.[C:16](Br)(Br)([Br:18])[Br:17].C1(P(C2C=CC=CC=2)C2C=CC=CC=2)C=CC=CC=1. Given the product [Br:17][C:16]([Br:18])=[CH:1][C:3]1[CH:4]=[C:5]([CH:10]=[CH:11][C:12]=1[N+:13]([O-:15])=[O:14])[C:6]([O:8][CH3:9])=[O:7], predict the reactants needed to synthesize it. (6) Given the product [CH2:7]1[O:6][C:17]2[CH:16]=[CH:15][C:11]([CH2:12][C:13](=[O:4])[CH3:14])=[CH:10][C:9]=2[O:8]1, predict the reactants needed to synthesize it. The reactants are: OO.C(O)=[O:4].[O:6]1[C:17]2[C:9](=[CH:10][C:11](=[CH:15][CH:16]=2)[CH:12]=[CH:13][CH3:14])[O:8][CH2:7]1.S(=O)(=O)(O)O. (7) Given the product [C:13]([O:16][C:17]([NH:1][C@@H:2]1[CH2:6][CH2:5][C@H:4]([C:7]([OH:9])=[O:8])[CH2:3]1)=[O:18])([CH3:15])([CH3:14])[CH3:12], predict the reactants needed to synthesize it. The reactants are: [NH2:1][C@@H:2]1[CH2:6][CH2:5][C@H:4]([C:7]([OH:9])=[O:8])[CH2:3]1.[OH-].[Na+].[CH3:12][C:13]([O:16][C:17](O[C:17]([O:16][C:13]([CH3:15])([CH3:14])[CH3:12])=[O:18])=[O:18])([CH3:15])[CH3:14].